This data is from Catalyst prediction with 721,799 reactions and 888 catalyst types from USPTO. The task is: Predict which catalyst facilitates the given reaction. (1) Reactant: [NH2:1][C:2]1[CH:3]=[C:4]([C:8]2[N:17]=[C:16]([NH:18][C:19]3[CH:20]=[C:21]4[C:25](=[CH:26][CH:27]=3)[N:24]([C:28]([O:30][C:31]([CH3:34])([CH3:33])[CH3:32])=[O:29])[N:23]=[CH:22]4)[C:15]3[C:10](=[CH:11][CH:12]=[CH:13][CH:14]=3)[N:9]=2)[CH:5]=[CH:6][CH:7]=1.[N:35]([CH2:38][C:39]1[CH:44]=[CH:43][CH:42]=[CH:41][CH:40]=1)=[C:36]=[O:37].CCN(CC)CC. Product: [CH2:38]([NH:35][C:36](=[O:37])[NH:1][C:2]1[CH:3]=[C:4]([C:8]2[N:17]=[C:16]([NH:18][C:19]3[CH:20]=[C:21]4[C:25](=[CH:26][CH:27]=3)[N:24]([C:28]([O:30][C:31]([CH3:34])([CH3:33])[CH3:32])=[O:29])[N:23]=[CH:22]4)[C:15]3[C:10](=[CH:11][CH:12]=[CH:13][CH:14]=3)[N:9]=2)[CH:5]=[CH:6][CH:7]=1)[C:39]1[CH:44]=[CH:43][CH:42]=[CH:41][CH:40]=1. The catalyst class is: 2. (2) Reactant: B(Cl)(Cl)Cl.[CH2:5]([C:9]1[S:13][C:12]([S:14]([NH:17]C(C)(C)C)(=[O:16])=[O:15])=[C:11]([C:22]2[CH:27]=[CH:26][C:25]([CH2:28][N:29]3[CH:33]=[N:32][N:31]=[N:30]3)=[CH:24][CH:23]=2)[CH:10]=1)[CH:6]([CH3:8])[CH3:7].O. Product: [CH2:5]([C:9]1[S:13][C:12]([S:14]([NH2:17])(=[O:16])=[O:15])=[C:11]([C:22]2[CH:27]=[CH:26][C:25]([CH2:28][N:29]3[CH:33]=[N:32][N:31]=[N:30]3)=[CH:24][CH:23]=2)[CH:10]=1)[CH:6]([CH3:8])[CH3:7]. The catalyst class is: 2.